The task is: Predict the product of the given reaction.. This data is from Forward reaction prediction with 1.9M reactions from USPTO patents (1976-2016). (1) The product is: [Si:10]([O:6][CH2:5][C:4]([CH3:9])([CH3:3])[CH2:7][OH:8])([C:23]([CH3:26])([CH3:25])[CH3:24])([C:17]1[CH:18]=[CH:19][CH:20]=[CH:21][CH:22]=1)[C:11]1[CH:16]=[CH:15][CH:14]=[CH:13][CH:12]=1. Given the reactants [H-].[Na+].[CH3:3][C:4]([CH3:9])([CH2:7][OH:8])[CH2:5][OH:6].[Si:10](Cl)([C:23]([CH3:26])([CH3:25])[CH3:24])([C:17]1[CH:22]=[CH:21][CH:20]=[CH:19][CH:18]=1)[C:11]1[CH:16]=[CH:15][CH:14]=[CH:13][CH:12]=1.C(=O)([O-])O.[Na+], predict the reaction product. (2) The product is: [CH:1]1([C:4]([NH:8][NH:7][C:9]([CH:11]2[CH2:16][CH2:15][N:14]([C:17]([O:19][C:20]([CH3:23])([CH3:22])[CH3:21])=[O:18])[CH2:13][CH2:12]2)=[O:10])=[O:6])[CH2:3][CH2:2]1. Given the reactants [CH:1]1([C:4]([OH:6])=O)[CH2:3][CH2:2]1.[NH:7]([C:9]([CH:11]1[CH2:16][CH2:15][N:14]([C:17]([O:19][C:20]([CH3:23])([CH3:22])[CH3:21])=[O:18])[CH2:13][CH2:12]1)=[O:10])[NH2:8].C(N(CC)CC)C.C(P1(=O)OP(CCC)(=O)OP(CCC)(=O)O1)CC, predict the reaction product. (3) The product is: [NH2:14][C:15]1[CH:20]=[CH:19][C:18]([C:21]2[NH:26][C:25](=[O:27])[NH:24][CH:23]([C:28]3[CH:33]=[C:32]([N+:34]([O-:36])=[O:35])[C:31]([OH:37])=[C:30]([O:38][CH2:39][CH3:40])[CH:29]=3)[C:22]=2[C:41]2[CH:42]=[CH:43][CH:44]=[CH:45][CH:46]=2)=[CH:17][CH:16]=1. Given the reactants C1(C(=[N:14][C:15]2[CH:20]=[CH:19][C:18]([C:21]3[NH:26][C:25](=[O:27])[NH:24][CH:23]([C:28]4[CH:33]=[C:32]([N+:34]([O-:36])=[O:35])[C:31]([OH:37])=[C:30]([O:38][CH2:39][CH3:40])[CH:29]=4)[C:22]=3[C:41]3[CH:46]=[CH:45][CH:44]=[CH:43][CH:42]=3)=[CH:17][CH:16]=2)C2C=CC=CC=2)C=CC=CC=1.Cl, predict the reaction product. (4) Given the reactants [F:1][C:2]([F:7])([F:6])[C:3]([OH:5])=[O:4].[F:8][C:9]([F:14])([F:13])[C:10]([OH:12])=[O:11].FC(F)(F)C(O)=O.[Cl:22][C:23]1[CH:24]=[N:25][C:26]2[NH:27][C:28]3[CH:29]=[N:30][CH:31]=[C:32]([CH:54]=3)[CH2:33][CH2:34][C:35]3[CH:43]=[C:39]([NH:40][C:41]=1[N:42]=2)[CH:38]=[CH:37][C:36]=3[NH:44][C:45](=[O:53])[CH2:46][CH:47]1[CH2:52][CH2:51][NH:50][CH2:49][CH2:48]1.[N:55]([C:58]1[CH:65]=[CH:64][CH:63]=[CH:62][C:59]=1[C:60]#[N:61])=[C:56]=[O:57], predict the reaction product. The product is: [F:1][C:2]([F:7])([F:6])[C:3]([OH:5])=[O:4].[F:8][C:9]([F:14])([F:13])[C:10]([OH:12])=[O:11].[Cl:22][C:23]1[CH:24]=[N:25][C:26]2[NH:27][C:28]3[CH:29]=[N:30][CH:31]=[C:32]([CH:54]=3)[CH2:33][CH2:34][C:35]3[CH:43]=[C:39]([NH:40][C:41]=1[N:42]=2)[CH:38]=[CH:37][C:36]=3[NH:44][C:45](=[O:53])[CH2:46][CH:47]1[CH2:52][CH2:51][N:50]([C:56]([NH:55][C:58]2[CH:65]=[CH:64][CH:63]=[CH:62][C:59]=2[C:60]#[N:61])=[O:57])[CH2:49][CH2:48]1.